From a dataset of Forward reaction prediction with 1.9M reactions from USPTO patents (1976-2016). Predict the product of the given reaction. (1) Given the reactants C[O:2][C:3]([C:5]1[O:9][N:8]=[C:7]([C:10]2[CH:15]=[CH:14][N:13]=[C:12]([N:16]3[CH2:21][CH2:20][N:19]([C:22]([O:24][CH2:25][C:26]([CH3:29])([CH3:28])[CH3:27])=[O:23])[CH2:18][CH2:17]3)[CH:11]=2)[N:6]=1)=O.[NH3:30], predict the reaction product. The product is: [C:3]([C:5]1[O:9][N:8]=[C:7]([C:10]2[CH:15]=[CH:14][N:13]=[C:12]([N:16]3[CH2:17][CH2:18][N:19]([C:22]([O:24][CH2:25][C:26]([CH3:28])([CH3:27])[CH3:29])=[O:23])[CH2:20][CH2:21]3)[CH:11]=2)[N:6]=1)(=[O:2])[NH2:30]. (2) Given the reactants C1C=CC=CC=1.[Br:7][C:8]1[CH:15]=[C:14]([F:16])[C:13]([F:17])=[CH:12][C:9]=1[CH:10]=[O:11].[CH2:18](O)[CH2:19][CH2:20][OH:21].CC1C=CC(S(O)(=O)=O)=CC=1, predict the reaction product. The product is: [Br:7][C:8]1[CH:15]=[C:14]([F:16])[C:13]([F:17])=[CH:12][C:9]=1[CH:10]1[O:21][CH2:20][CH2:19][CH2:18][O:11]1. (3) Given the reactants [CH2:1]([C@@:4]1([CH3:35])[CH2:9][C@H:8]([C:10]2[CH:15]=[CH:14][CH:13]=[C:12]([Cl:16])[CH:11]=2)[C@@H:7]([C:17]2[CH:22]=[CH:21][C:20]([Cl:23])=[CH:19][CH:18]=2)[N:6]([C@@H:24]([CH2:32][CH3:33])[C:25]([O:27]C(C)(C)C)=[O:26])[C:5]1=[O:34])[CH:2]=[CH2:3].C1(OC)C=CC=CC=1.C(O)(C(F)(F)F)=O, predict the reaction product. The product is: [CH2:1]([C@@:4]1([CH3:35])[CH2:9][C@H:8]([C:10]2[CH:15]=[CH:14][CH:13]=[C:12]([Cl:16])[CH:11]=2)[C@@H:7]([C:17]2[CH:18]=[CH:19][C:20]([Cl:23])=[CH:21][CH:22]=2)[N:6]([CH:24]([CH2:32][CH3:33])[C:25]([OH:27])=[O:26])[C:5]1=[O:34])[CH:2]=[CH2:3]. (4) Given the reactants [C:1]([OH:9])(=[O:8])[C:2]1[CH:7]=[CH:6][CH:5]=[CH:4][CH:3]=1.O.[C:11](=[O:18])([S:15][CH2:16][CH3:17])[O:12][CH2:13]I, predict the reaction product. The product is: [CH2:16]([S:15][C:11]([O:12][CH2:13][O:8][C:1](=[O:9])[C:2]1[CH:7]=[CH:6][CH:5]=[CH:4][CH:3]=1)=[O:18])[CH3:17]. (5) Given the reactants [H-].[Na+].[F:3][C:4]1[CH:5]=[C:6]([O:10][C:11]2[CH:18]=[CH:17][C:16]([CH2:19][OH:20])=[CH:15][C:12]=2[C:13]#[N:14])[CH:7]=[N:8][CH:9]=1.Cl[C:22]1[CH:23]=[C:24]2[N:31]([CH3:32])[CH2:30][CH2:29][N:25]2[C:26](=[O:28])[N:27]=1, predict the reaction product. The product is: [F:3][C:4]1[CH:5]=[C:6]([O:10][C:11]2[CH:18]=[CH:17][C:16]([CH2:19][O:20][C:22]3[CH:23]=[C:24]4[N:31]([CH3:32])[CH2:30][CH2:29][N:25]4[C:26](=[O:28])[N:27]=3)=[CH:15][C:12]=2[C:13]#[N:14])[CH:7]=[N:8][CH:9]=1.